This data is from Full USPTO retrosynthesis dataset with 1.9M reactions from patents (1976-2016). The task is: Predict the reactants needed to synthesize the given product. (1) Given the product [CH3:14][C:11]1[O:10][C:9]([C:7]([NH:6][C:3]([C:2]2[NH:1][C:19](=[O:20])[C:18]([OH:31])=[C:17]([C:23]([O:25][CH3:26])=[O:24])[N:15]=2)([CH3:5])[CH3:4])=[O:8])=[N:13][N:12]=1, predict the reactants needed to synthesize it. The reactants are: [NH2:1]/[C:2](=[N:15]\O)/[C:3]([NH:6][C:7]([C:9]1[O:10][C:11]([CH3:14])=[N:12][N:13]=1)=[O:8])([CH3:5])[CH3:4].[C:17]([C:23]([O:25][CH3:26])=[O:24])#[C:18][C:19](OC)=[O:20].C([O:31]C)(C)(C)C. (2) Given the product [Si:33]([O:10][CH2:9][C:5]1[C:4]([O:11][CH3:12])=[CH:3][C:2]([NH2:1])=[C:7]([F:8])[CH:6]=1)([C:29]([CH3:32])([CH3:31])[CH3:30])([CH3:35])[CH3:34], predict the reactants needed to synthesize it. The reactants are: [NH2:1][C:2]1[C:7]([F:8])=[CH:6][C:5]([CH2:9][OH:10])=[C:4]([O:11][CH3:12])[CH:3]=1.CN(C1C=CC=CN=1)C.C(N(CC)CC)C.[C:29]([Si:33](Cl)([CH3:35])[CH3:34])([CH3:32])([CH3:31])[CH3:30]. (3) Given the product [CH2:27]([O:26][C:24]([N:22]1[CH2:23][C:20]([CH:2]2[CH2:3][CH2:4][CH2:5][CH2:6][N:1]2[C:7]([O:9][C:10]([CH3:13])([CH3:12])[CH3:11])=[O:8])([OH:19])[CH2:21]1)=[O:25])[C:28]1[CH:33]=[CH:32][CH:31]=[CH:30][CH:29]=1, predict the reactants needed to synthesize it. The reactants are: [N:1]1([C:7]([O:9][C:10]([CH3:13])([CH3:12])[CH3:11])=[O:8])[CH2:6][CH2:5][CH2:4][CH2:3][CH2:2]1.[Li]C(CC)C.[O:19]=[C:20]1[CH2:23][N:22]([C:24]([O:26][CH2:27][C:28]2[CH:33]=[CH:32][CH:31]=[CH:30][CH:29]=2)=[O:25])[CH2:21]1. (4) Given the product [C:1]12([NH:11][CH2:18][C:15]3[S:14][C:13]([NH2:12])=[N:17][CH:16]=3)[CH2:8][CH:7]3[CH2:6][CH:5]([CH2:4][CH:3]([CH2:9]3)[CH2:2]1)[CH2:10]2, predict the reactants needed to synthesize it. The reactants are: [C:1]12([NH2:11])[CH2:10][CH:5]3[CH2:6][CH:7]([CH2:9][CH:3]([CH2:4]3)[CH2:2]1)[CH2:8]2.[NH2:12][C:13]1[S:14][C:15]([CH:18]=O)=[CH:16][N:17]=1. (5) Given the product [OH:37][C:24]1[C:23](=[O:22])[N:13]([C:14]2[S:15][C:16]([CH3:19])=[CH:17][N:18]=2)[CH:7]([C:6]2[CH:9]=[CH:10][C:3]([C:2]([F:12])([F:11])[F:1])=[CH:4][CH:5]=2)[C:25]=1[C:26](=[O:27])[C:28]1[CH:33]=[CH:32][C:31]([CH:34]([CH3:36])[CH3:35])=[CH:30][CH:29]=1, predict the reactants needed to synthesize it. The reactants are: [F:1][C:2]([F:12])([F:11])[C:3]1[CH:10]=[CH:9][C:6]([CH:7]=O)=[CH:5][CH:4]=1.[NH2:13][C:14]1[S:15][C:16]([CH3:19])=[CH:17][N:18]=1.C([O:22][C:23](=O)[C:24]([OH:37])=[CH:25][C:26]([C:28]1[CH:33]=[CH:32][C:31]([CH:34]([CH3:36])[CH3:35])=[CH:30][CH:29]=1)=[O:27])C. (6) Given the product [Br:20][CH:9]([CH2:8][C:5]1[CH:4]=[CH:3][C:2]([F:1])=[CH:7][CH:6]=1)[C:10]([C:12]1[CH:13]=[CH:14][C:15]([O:18][CH3:19])=[CH:16][CH:17]=1)=[O:11], predict the reactants needed to synthesize it. The reactants are: [F:1][C:2]1[CH:7]=[CH:6][C:5]([CH2:8][CH2:9][C:10]([C:12]2[CH:17]=[CH:16][C:15]([O:18][CH3:19])=[CH:14][CH:13]=2)=[O:11])=[CH:4][CH:3]=1.[Br-:20]. (7) Given the product [Br:1][C:2]1[C:7]([C:16]2([OH:20])[CH2:19][CH2:18][CH2:17]2)=[CH:6][CH:5]=[CH:4][N:3]=1, predict the reactants needed to synthesize it. The reactants are: [Br:1][C:2]1[C:7](Br)=[CH:6][CH:5]=[CH:4][N:3]=1.C([Mg]Cl)(C)C.[Cl-].[Li+].[C:16]1(=[O:20])[CH2:19][CH2:18][CH2:17]1. (8) Given the product [NH2:8][CH:9]([C:38]([O:40][CH3:41])=[O:39])[CH2:10][N:11]1[C:19]2[C:14](=[CH:15][CH:16]=[C:17]([C:20]([O:22][CH3:23])=[O:21])[CH:18]=2)[C:13]([CH:24]2[CH2:25][CH2:26][CH2:27][CH2:28][CH2:29]2)=[C:12]1[C:30]1[CH:35]=[CH:34][CH:33]=[CH:32][C:31]=1[CH:36]=[O:37], predict the reactants needed to synthesize it. The reactants are: C(OC([N:8](C(OC(C)(C)C)=O)[CH:9]([C:38]([O:40][CH3:41])=[O:39])[CH2:10][N:11]1[C:19]2[C:14](=[CH:15][CH:16]=[C:17]([C:20]([O:22][CH3:23])=[O:21])[CH:18]=2)[C:13]([CH:24]2[CH2:29][CH2:28][CH2:27][CH2:26][CH2:25]2)=[C:12]1[C:30]1[CH:35]=[CH:34][CH:33]=[CH:32][C:31]=1[CH:36]=[O:37])=O)(C)(C)C.C(O)(C(F)(F)F)=O.